This data is from Forward reaction prediction with 1.9M reactions from USPTO patents (1976-2016). The task is: Predict the product of the given reaction. (1) Given the reactants [CH3:1][N:2]1[C:6]([C:7]([NH:9][C:10]2[CH:14]=[C:13]([C:15]([NH:17][C:18]3[CH:22]=[C:21]([C:23]([NH:25][CH2:26][CH2:27][C:28](N)=[NH:29])=[O:24])[N:20]([CH3:31])[CH:19]=3)=[O:16])[N:12]([CH3:32])[CH:11]=2)=[O:8])=[CH:5][C:4]([NH:33][CH:34]=[O:35])=[CH:3]1.C1(=O)OC(=O)CC1.C([O-])([O-])=O.[K+].[K+], predict the reaction product. The product is: [CH3:31][N:20]1[CH:19]=[C:18]([NH:17][C:15]([C:13]2[N:12]([CH3:32])[CH:11]=[C:10]([NH:9][C:7]([C:6]3[N:2]([CH3:1])[CH:3]=[C:4]([NH:33][CH:34]=[O:35])[CH:5]=3)=[O:8])[CH:14]=2)=[O:16])[CH:22]=[C:21]1[C:23]([NH:25][CH2:26][CH2:27][C:28]#[N:29])=[O:24]. (2) Given the reactants [CH3:1][C:2]1[N:7]2[N:8]=[C:9]([CH:11]([CH3:17])[CH2:12][C:13]([O:15]C)=[O:14])[N:10]=[C:6]2[C:5]([CH3:18])=[N:4][CH:3]=1.Cl, predict the reaction product. The product is: [CH3:1][C:2]1[N:7]2[N:8]=[C:9]([CH:11]([CH3:17])[CH2:12][C:13]([OH:15])=[O:14])[N:10]=[C:6]2[C:5]([CH3:18])=[N:4][CH:3]=1. (3) The product is: [F:26][C:10]1[CH:11]=[C:12]([N:15]2[CH2:19][CH:18]([CH2:20][NH:21][C:22](=[O:24])[CH3:23])[O:17][C:16]2=[O:25])[CH:13]=[CH:14][C:9]=1[C:6]1[CH:7]=[CH:8][C:3]([CH2:2][NH:1][CH2:37][C:30]2[C:31]3[C:36](=[CH:35][CH:34]=[CH:33][CH:32]=3)[N:27]=[CH:28][CH:29]=2)=[CH:4][CH:5]=1. Given the reactants [NH2:1][CH2:2][C:3]1[CH:8]=[CH:7][C:6]([C:9]2[CH:14]=[CH:13][C:12]([N:15]3[CH2:19][CH:18]([CH2:20][NH:21][C:22](=[O:24])[CH3:23])[O:17][C:16]3=[O:25])=[CH:11][C:10]=2[F:26])=[CH:5][CH:4]=1.[N:27]1[C:36]2[C:31](=[CH:32][CH:33]=[CH:34][CH:35]=2)[C:30]([CH:37]=O)=[CH:29][CH:28]=1.C(O[BH-](OC(=O)C)OC(=O)C)(=O)C.[Na+], predict the reaction product.